This data is from Full USPTO retrosynthesis dataset with 1.9M reactions from patents (1976-2016). The task is: Predict the reactants needed to synthesize the given product. (1) Given the product [F:36][C:37]1[CH:45]=[CH:44][C:40]([C:29](=[O:34])[CH2:30][C:31]([O:32][CH2:27][CH3:35])=[O:33])=[CH:39][CH:38]=1, predict the reactants needed to synthesize it. The reactants are: O=C(C1SC=CC=1)CC(OCC)=O.S1C=CC=C1C1C=CN=C(N)N=1.C[C:27]1([CH3:35])[O:32][C:31](=[O:33])[CH2:30][C:29](=[O:34])O1.[F:36][C:37]1[CH:45]=[CH:44][C:40](C(O)=O)=[CH:39][CH:38]=1. (2) Given the product [Br:1][C:2]1[CH:3]=[C:4]2[C:9](=[CH:10][CH:11]=1)[N:8]=[C:7]([Cl:12])[C:6]1[C:13](=[O:14])[C:17]3[C:16]([C:5]2=1)=[CH:21][CH:20]=[CH:19][CH:18]=3, predict the reactants needed to synthesize it. The reactants are: [Br:1][C:2]1[CH:3]=[C:4]2[C:9](=[CH:10][CH:11]=1)[N:8]=[C:7]([Cl:12])[C:6]([C:13](Cl)=[O:14])=[C:5]2[C:16]1[CH:21]=[CH:20][CH:19]=[CH:18][CH:17]=1.[Cl-].[Al+3].[Cl-].[Cl-]. (3) Given the product [Br:17][C:10]1[CH:11]=[CH:12][C:13]2[NH:14][C:3](=[O:2])[C:4]([CH3:6])([CH3:5])[O:7][C:8]=2[N:9]=1, predict the reactants needed to synthesize it. The reactants are: C[O:2][C:3](=O)[C:4]([O:7][C:8]1[C:13]([N+:14]([O-])=O)=[CH:12][CH:11]=[C:10]([Br:17])[N:9]=1)([CH3:6])[CH3:5].[Sn].Cl. (4) Given the product [NH2:1][C:4]1[CH:5]=[C:6]2[C:10](=[CH:11][CH:12]=1)[NH:9][N:8]=[C:7]2[NH:13][C:14](=[O:21])[C:15]1[CH:20]=[CH:19][CH:18]=[CH:17][CH:16]=1, predict the reactants needed to synthesize it. The reactants are: [N+:1]([C:4]1[CH:5]=[C:6]2[C:10](=[CH:11][CH:12]=1)[NH:9][N:8]=[C:7]2[NH:13][C:14](=[O:21])[C:15]1[CH:20]=[CH:19][CH:18]=[CH:17][CH:16]=1)([O-])=O.C(O)C.N. (5) Given the product [C:26]([O:25][C:23]([NH:22][CH:15]([C:16]1[CH:17]=[CH:18][CH:19]=[CH:20][CH:21]=1)[C:14]([NH:13][C@@H:5]([CH2:6][C:7]1[CH:8]=[CH:9][CH:10]=[CH:11][CH:12]=1)[C:4]([OH:31])=[O:3])=[O:30])=[O:24])([CH3:29])([CH3:27])[CH3:28], predict the reactants needed to synthesize it. The reactants are: C([O:3][C:4](=[O:31])[C@@H:5]([NH:13][C:14](=[O:30])[CH:15]([NH:22][C:23]([O:25][C:26]([CH3:29])([CH3:28])[CH3:27])=[O:24])[C:16]1[CH:21]=[CH:20][CH:19]=[CH:18][CH:17]=1)[CH2:6][C:7]1[CH:12]=[CH:11][CH:10]=[CH:9][CH:8]=1)C.O1CCCC1.O.O.[OH-].[Li+].Cl. (6) Given the product [CH2:45]([N:48]([CH2:49][CH3:50])[C:18]([C:9]1[CH:10]=[CH:11][C:12]2[C:13](=[O:17])[C:14]3[C:5]([O:6][C:7]=2[CH:8]=1)=[CH:4][C:3]([O:2][CH3:1])=[CH:16][CH:15]=3)=[O:19])[CH3:46], predict the reactants needed to synthesize it. The reactants are: [CH3:1][O:2][C:3]1[CH:4]=[C:5]2[C:14](=[CH:15][CH:16]=1)[C:13](=[O:17])[C:12]1[CH:11]=[CH:10][C:9]([C:18](O)=[O:19])=[CH:8][C:7]=1[O:6]2.F[P-](F)(F)(F)(F)F.N1C2C=CC=C(OC(N(C)C)=[N+](C)C)C=2N=N1.[CH:45]([N:48](CC)[CH:49](C)[CH3:50])(C)[CH3:46].C(NCC)C.